This data is from Peptide-MHC class I binding affinity with 185,985 pairs from IEDB/IMGT. The task is: Regression. Given a peptide amino acid sequence and an MHC pseudo amino acid sequence, predict their binding affinity value. This is MHC class I binding data. (1) The peptide sequence is HMYISKKAK. The MHC is HLA-A02:01 with pseudo-sequence HLA-A02:01. The binding affinity (normalized) is 0. (2) The peptide sequence is KQFDTYNLW. The MHC is HLA-A01:01 with pseudo-sequence HLA-A01:01. The binding affinity (normalized) is 0.0847.